From a dataset of TCR-epitope binding with 47,182 pairs between 192 epitopes and 23,139 TCRs. Binary Classification. Given a T-cell receptor sequence (or CDR3 region) and an epitope sequence, predict whether binding occurs between them. (1) The epitope is LLSAGIFGA. The TCR CDR3 sequence is CASSLRWTYEQYF. Result: 0 (the TCR does not bind to the epitope). (2) The epitope is KMKDLSPRW. The TCR CDR3 sequence is CASSYPGLANEQFF. Result: 0 (the TCR does not bind to the epitope). (3) The epitope is RQLLFVVEV. The TCR CDR3 sequence is CACLDRGEGEQFF. Result: 1 (the TCR binds to the epitope). (4) The epitope is NEGVKAAW. The TCR CDR3 sequence is CASKLMGGANGYTF. Result: 1 (the TCR binds to the epitope). (5) The epitope is KRWIILGLNK. The TCR CDR3 sequence is CAGRLLGGGQETQYF. Result: 1 (the TCR binds to the epitope). (6) The epitope is RIFTIGTVTLK. The TCR CDR3 sequence is CASSLFPRGGARSPLHF. Result: 0 (the TCR does not bind to the epitope). (7) The epitope is NLSALGIFST. The TCR CDR3 sequence is CASSLGLAGANEQYF. Result: 0 (the TCR does not bind to the epitope). (8) The epitope is KAYNVTQAF. The TCR CDR3 sequence is CASSKGTGEYYEQYF. Result: 1 (the TCR binds to the epitope). (9) The epitope is QECVRGTTVL. The TCR CDR3 sequence is CASSEERTTEAFF. Result: 0 (the TCR does not bind to the epitope). (10) The epitope is EIYKRWII. The TCR CDR3 sequence is CASSLGTEWGYDNTQYF. Result: 1 (the TCR binds to the epitope).